This data is from NCI-60 drug combinations with 297,098 pairs across 59 cell lines. The task is: Regression. Given two drug SMILES strings and cell line genomic features, predict the synergy score measuring deviation from expected non-interaction effect. (1) Drug 1: CCN(CC)CCCC(C)NC1=C2C=C(C=CC2=NC3=C1C=CC(=C3)Cl)OC. Drug 2: CC1=C(C(=O)C2=C(C1=O)N3CC4C(C3(C2COC(=O)N)OC)N4)N. Cell line: A498. Synergy scores: CSS=32.4, Synergy_ZIP=-11.1, Synergy_Bliss=-3.80, Synergy_Loewe=-2.98, Synergy_HSA=-0.639. (2) Drug 1: CC1OCC2C(O1)C(C(C(O2)OC3C4COC(=O)C4C(C5=CC6=C(C=C35)OCO6)C7=CC(=C(C(=C7)OC)O)OC)O)O. Drug 2: CC1=C(C(CCC1)(C)C)C=CC(=CC=CC(=CC(=O)O)C)C. Cell line: U251. Synergy scores: CSS=42.8, Synergy_ZIP=-2.16, Synergy_Bliss=-2.81, Synergy_Loewe=-18.4, Synergy_HSA=-6.73. (3) Drug 1: C1=CN(C(=O)N=C1N)C2C(C(C(O2)CO)O)O.Cl. Drug 2: CC1C(C(CC(O1)OC2CC(CC3=C2C(=C4C(=C3O)C(=O)C5=C(C4=O)C(=CC=C5)OC)O)(C(=O)CO)O)N)O.Cl. Cell line: CAKI-1. Synergy scores: CSS=53.0, Synergy_ZIP=-4.38, Synergy_Bliss=-5.35, Synergy_Loewe=-1.62, Synergy_HSA=0.732. (4) Drug 1: CN(CC1=CN=C2C(=N1)C(=NC(=N2)N)N)C3=CC=C(C=C3)C(=O)NC(CCC(=O)O)C(=O)O. Drug 2: C(CCl)NC(=O)N(CCCl)N=O. Cell line: HS 578T. Synergy scores: CSS=9.34, Synergy_ZIP=-3.60, Synergy_Bliss=-4.22, Synergy_Loewe=-2.80, Synergy_HSA=-2.17. (5) Cell line: MOLT-4. Drug 1: CCC1(CC2CC(C3=C(CCN(C2)C1)C4=CC=CC=C4N3)(C5=C(C=C6C(=C5)C78CCN9C7C(C=CC9)(C(C(C8N6C=O)(C(=O)OC)O)OC(=O)C)CC)OC)C(=O)OC)O.OS(=O)(=O)O. Drug 2: CC1C(C(CC(O1)OC2CC(CC3=C2C(=C4C(=C3O)C(=O)C5=CC=CC=C5C4=O)O)(C(=O)C)O)N)O. Synergy scores: CSS=45.0, Synergy_ZIP=4.73, Synergy_Bliss=5.97, Synergy_Loewe=-4.31, Synergy_HSA=5.10. (6) Drug 1: CC(CN1CC(=O)NC(=O)C1)N2CC(=O)NC(=O)C2. Drug 2: CC1C(C(CC(O1)OC2CC(CC3=C2C(=C4C(=C3O)C(=O)C5=C(C4=O)C(=CC=C5)OC)O)(C(=O)C)O)N)O.Cl. Cell line: HCT116. Synergy scores: CSS=41.9, Synergy_ZIP=-0.573, Synergy_Bliss=-1.47, Synergy_Loewe=-0.215, Synergy_HSA=2.53. (7) Drug 2: C1C(C(OC1N2C=NC3=C2NC=NCC3O)CO)O. Drug 1: CC1=CC2C(CCC3(C2CCC3(C(=O)C)OC(=O)C)C)C4(C1=CC(=O)CC4)C. Synergy scores: CSS=-7.94, Synergy_ZIP=4.36, Synergy_Bliss=-2.81, Synergy_Loewe=-21.4, Synergy_HSA=-13.7. Cell line: MDA-MB-231.